The task is: Predict the product of the given reaction.. This data is from Forward reaction prediction with 1.9M reactions from USPTO patents (1976-2016). (1) Given the reactants S(=O)(=O)(O)O.[Cl:6][C:7]1[CH:12]=[CH:11][C:10]([CH2:13][CH2:14][NH:15][C:16](=[O:21])[C:17]([F:20])([F:19])[F:18])=[CH:9][CH:8]=1.[CH2:22]=O, predict the reaction product. The product is: [Cl:6][C:7]1[CH:8]=[C:9]2[C:10]([CH2:13][CH2:14][N:15]([C:16](=[O:21])[C:17]([F:19])([F:20])[F:18])[CH2:22]2)=[CH:11][CH:12]=1. (2) Given the reactants [CH2:1]([C:3]1[C:11]2[C:6](=[CH:7][C:8]([C:12]3[N:16]([C:17]4[CH:22]=[CH:21][C:20]([S:23]([CH3:26])(=[O:25])=[O:24])=[CH:19][CH:18]=4)[N:15]=[CH:14][CH:13]=3)=[CH:9][CH:10]=2)[NH:5][N:4]=1)[CH3:2].Br[C:28]1[N:33]=[CH:32][CH:31]=[CH:30][N:29]=1.CC1(C)C2C=CC=C(P(C3C=CC=CC=3)C3C=CC=CC=3)C=2OC2C1=CC=CC=2P(C1C=CC=CC=1)C1C=CC=CC=1.CC(C)([O-])C.[Na+], predict the reaction product. The product is: [CH2:1]([C:3]1[C:11]2[C:6](=[CH:7][C:8]([C:12]3[N:16]([C:17]4[CH:22]=[CH:21][C:20]([S:23]([CH3:26])(=[O:25])=[O:24])=[CH:19][CH:18]=4)[N:15]=[CH:14][CH:13]=3)=[CH:9][CH:10]=2)[N:5]([C:28]2[N:33]=[CH:32][CH:31]=[CH:30][N:29]=2)[N:4]=1)[CH3:2]. (3) The product is: [F:1][C:2]1[CH:3]=[C:4]([N:9]2[CH2:13][C@H:12]([CH2:14][N:15]([C:23]3[CH:27]=[N:26][S:25][N:24]=3)[C:16](=[O:22])[O:17][C:18]([CH3:21])([CH3:20])[CH3:19])[O:11][C:10]2=[O:28])[CH:5]=[CH:6][C:7]=1[C:38]1[CH:37]=[N:36][C:35]([C:32]2[N:33]=[N:34][N:30]([CH3:29])[N:31]=2)=[CH:40][CH:39]=1. Given the reactants [F:1][C:2]1[CH:3]=[C:4]([N:9]2[CH2:13][C@H:12]([CH2:14][N:15]([C:23]3[CH:27]=[N:26][S:25][N:24]=3)[C:16](=[O:22])[O:17][C:18]([CH3:21])([CH3:20])[CH3:19])[O:11][C:10]2=[O:28])[CH:5]=[CH:6][C:7]=1I.[CH3:29][N:30]1[N:34]=[N:33][C:32]([C:35]2[CH:40]=[CH:39][C:38]([Sn](C)(C)C)=[CH:37][N:36]=2)=[N:31]1.O, predict the reaction product. (4) The product is: [ClH:9].[CH2:1]([NH:8][C:10](=[NH:15])[CH2:11][CH3:12])[C:2]1[CH:7]=[CH:6][CH:5]=[CH:4][CH:3]=1. Given the reactants [CH2:1]([NH2:8])[C:2]1[CH:7]=[CH:6][CH:5]=[CH:4][CH:3]=1.[ClH:9].[C:10](=[NH:15])(OC)[CH2:11][CH3:12], predict the reaction product. (5) Given the reactants [C:1]([N:4]1[C:13]2[C:8](=[CH:9][C:10](Br)=[CH:11][CH:12]=2)[N:7]([C:15]([O:17][CH2:18][CH:19]2[CH2:21][CH2:20]2)=[O:16])[CH2:6][C@@H:5]1[CH3:22])(=[O:3])[CH3:2].CC1(C)OB([C:29]2[CH:30]=[N:31][N:32](C(OC(C)(C)C)=O)[CH:33]=2)OC1(C)C.C(=O)([O-])[O-].[Na+].[Na+].O1CCOCC1, predict the reaction product. The product is: [C:1]([N:4]1[C:13]2[C:8](=[CH:9][C:10]([C:29]3[CH:30]=[N:31][NH:32][CH:33]=3)=[CH:11][CH:12]=2)[N:7]([C:15]([O:17][CH2:18][CH:19]2[CH2:21][CH2:20]2)=[O:16])[CH2:6][C@@H:5]1[CH3:22])(=[O:3])[CH3:2]. (6) Given the reactants [OH:1][CH:2]1[CH2:7][CH2:6][N:5]([C:8]2[CH:9]=[CH:10][C:11](=[O:14])[NH:12][N:13]=2)[CH2:4][CH2:3]1.CCN(C(C)C)C(C)C.[C:24](Cl)(=[O:35])[O:25][C:26]1[CH:31]=[CH:30][C:29]([N+:32]([O-:34])=[O:33])=[CH:28][CH:27]=1, predict the reaction product. The product is: [C:24](=[O:35])([O:1][CH:2]1[CH2:7][CH2:6][N:5]([C:8]2[CH:9]=[CH:10][C:11](=[O:14])[NH:12][N:13]=2)[CH2:4][CH2:3]1)[O:25][C:26]1[CH:27]=[CH:28][C:29]([N+:32]([O-:34])=[O:33])=[CH:30][CH:31]=1. (7) Given the reactants [Cl:1][C:2]1[CH:7]=[CH:6][N:5]=[C:4]([NH2:8])[CH:3]=1.[Cl:9]N1C(=O)CCC1=O, predict the reaction product. The product is: [CH:3]1[C:4]([NH2:8])=[N:5][CH:6]=[C:7]([Cl:9])[C:2]=1[Cl:1]. (8) Given the reactants C([O:3][C:4](=[O:43])[CH:5]([C:24]1[CH:29]=[CH:28][C:27]([O:30][CH3:31])=[C:26]([N:32]([C:37](=[O:42])[C:38]([CH3:41])([CH3:40])[CH3:39])[CH2:33][CH:34]([CH3:36])[CH3:35])[CH:25]=1)[CH2:6][C:7]1[CH:12]=[CH:11][C:10]([NH:13][C:14]([C:16]2[C:21]([Cl:22])=[CH:20][N:19]=[CH:18][C:17]=2[Cl:23])=[O:15])=[CH:9][CH:8]=1)C.[OH-].[Na+], predict the reaction product. The product is: [Cl:22][C:21]1[CH:20]=[N:19][CH:18]=[C:17]([Cl:23])[C:16]=1[C:14]([NH:13][C:10]1[CH:11]=[CH:12][C:7]([CH2:6][CH:5]([C:24]2[CH:29]=[CH:28][C:27]([O:30][CH3:31])=[C:26]([N:32]([C:37](=[O:42])[C:38]([CH3:41])([CH3:40])[CH3:39])[CH2:33][CH:34]([CH3:36])[CH3:35])[CH:25]=2)[C:4]([OH:43])=[O:3])=[CH:8][CH:9]=1)=[O:15]. (9) Given the reactants BrP(Br)(C1C=CC=CC=1)(C1C=CC=CC=1)C1C=CC=CC=1.[Br:22][CH2:23][C:24]1[CH:32]=[CH:31][C:27]([C:28]([OH:30])=O)=[CH:26][CH:25]=1.[NH2:33][C:34]1[C:35]([C:41]([NH:43][NH2:44])=O)=[N:36][C:37]([Br:40])=[CH:38][N:39]=1.CCN(C(C)C)C(C)C, predict the reaction product. The product is: [Br:40][C:37]1[N:36]=[C:35]([C:41]2[O:30][C:28]([C:27]3[CH:26]=[CH:25][C:24]([CH2:23][Br:22])=[CH:32][CH:31]=3)=[N:44][N:43]=2)[C:34]([NH2:33])=[N:39][CH:38]=1. (10) Given the reactants Cl[C:2]1[C:7]([Cl:8])=[CH:6][N:5]=[C:4]2[N:9]([S:18]([C:21]3[CH:27]=[CH:26][C:24]([CH3:25])=[CH:23][CH:22]=3)(=[O:20])=[O:19])[C:10]([C:12]3[CH:13]=[N:14][N:15]([CH3:17])[CH:16]=3)=[CH:11][C:3]=12.C([Sn](CCCC)(CCCC)[C:33]1[S:37][CH:36]=[N:35][CH:34]=1)CCC.O, predict the reaction product. The product is: [Cl:8][C:7]1[C:2]([C:33]2[S:37][CH:36]=[N:35][CH:34]=2)=[C:3]2[CH:11]=[C:10]([C:12]3[CH:13]=[N:14][N:15]([CH3:17])[CH:16]=3)[N:9]([S:18]([C:21]3[CH:22]=[CH:23][C:24]([CH3:25])=[CH:26][CH:27]=3)(=[O:19])=[O:20])[C:4]2=[N:5][CH:6]=1.